Dataset: Full USPTO retrosynthesis dataset with 1.9M reactions from patents (1976-2016). Task: Predict the reactants needed to synthesize the given product. (1) Given the product [O:4]=[C:5]1[CH2:10][CH2:9][CH:8]([N:11]2[CH2:16][CH2:15][O:14][CH2:13][C:12]2=[O:17])[CH2:7][CH2:6]1, predict the reactants needed to synthesize it. The reactants are: O1[C:5]2([CH2:10][CH2:9][CH:8]([N:11]3[CH2:16][CH2:15][O:14][CH2:13][C:12]3=[O:17])[CH2:7][CH2:6]2)[O:4]CC1. (2) The reactants are: P([O-])([O-])([O-])=O.[K+].[K+].[K+].Cl[C:10]1[CH:11]=[CH:12][C:13]2[N:19]3[CH2:20][C@H:16]([CH2:17][CH2:18]3)[N:15]([C:21]([NH:23][C:24]3[CH:29]=[N:28][CH:27]=[CH:26][N:25]=3)=[O:22])[C:14]=2[N:30]=1.[F:31][C:32]1[C:33]([CH3:47])=[N:34][CH:35]=[C:36](B2OC(C)(C)C(C)(C)O2)[CH:37]=1.CC(C1C=C(C(C)C)C(C2C=CC=CC=2P(C2CCCCC2)C2CCCCC2)=C(C(C)C)C=1)C. Given the product [F:31][C:32]1[CH:37]=[C:36]([C:10]2[CH:11]=[CH:12][C:13]3[N:19]4[CH2:20][C@H:16]([CH2:17][CH2:18]4)[N:15]([C:21]([NH:23][C:24]4[CH:29]=[N:28][CH:27]=[CH:26][N:25]=4)=[O:22])[C:14]=3[N:30]=2)[CH:35]=[N:34][C:33]=1[CH3:47], predict the reactants needed to synthesize it.